The task is: Predict which catalyst facilitates the given reaction.. This data is from Catalyst prediction with 721,799 reactions and 888 catalyst types from USPTO. (1) Reactant: [F:1][C:2]1[CH:3]=[C:4]([NH:9][C:10]2[CH:11]=[N:12][CH:13]=[CH:14][CH:15]=2)[C:5]([NH2:8])=[CH:6][CH:7]=1.[C:16]([O:20][C:21]([NH:23][C@@H:24]([CH2:28][CH3:29])[C:25](O)=[O:26])=[O:22])([CH3:19])([CH3:18])[CH3:17].C1C=NC2N(O)N=NC=2C=1.Cl.CN(C)CCCN=C=NCC. Product: [C:16]([O:20][C:21](=[O:22])[NH:23][C@H:24]([C:25](=[O:26])[NH:8][C:5]1[CH:6]=[CH:7][C:2]([F:1])=[CH:3][C:4]=1[NH:9][C:10]1[CH:11]=[N:12][CH:13]=[CH:14][CH:15]=1)[CH2:28][CH3:29])([CH3:17])([CH3:18])[CH3:19]. The catalyst class is: 2. (2) Reactant: [BH4-].[Na+].[Br:3][C:4]1[CH:9]=[CH:8][C:7]([C:10]2[CH2:11][CH2:12][CH2:13][N:14]=2)=[CH:6][CH:5]=1. Product: [Br:3][C:4]1[CH:5]=[CH:6][C:7]([CH:10]2[CH2:11][CH2:12][CH2:13][NH:14]2)=[CH:8][CH:9]=1. The catalyst class is: 72. (3) Reactant: Cl.[CH3:2][C:3]1[C:4]([S:10][C:11]2[CH:16]=[CH:15][C:14]([CH3:17])=[CH:13][CH:12]=2)=[C:5]([NH2:9])[CH:6]=[CH:7][CH:8]=1.[N:18]([O-])=O.[Na+].[Cl:22][Sn]Cl.Cl. Product: [ClH:22].[CH3:2][C:3]1[C:4]([S:10][C:11]2[CH:16]=[CH:15][C:14]([CH3:17])=[CH:13][CH:12]=2)=[C:5]([NH:9][NH2:18])[CH:6]=[CH:7][CH:8]=1. The catalyst class is: 6. (4) Reactant: [O:1]1[C:5]2([CH2:10][CH2:9][NH:8][CH2:7][CH2:6]2)[O:4][CH2:3][CH2:2]1.F[C:12]1[CH:21]=[CH:20][C:15]([C:16]([O:18][CH3:19])=[O:17])=[C:14]([O:22][C:23]2[CH:28]=[CH:27][CH:26]=[CH:25][CH:24]=2)[CH:13]=1.C([O-])([O-])=O.[K+].[K+].O. Product: [O:22]([C:14]1[CH:13]=[C:12]([N:8]2[CH2:9][CH2:10][C:5]3([O:4][CH2:3][CH2:2][O:1]3)[CH2:6][CH2:7]2)[CH:21]=[CH:20][C:15]=1[C:16]([O:18][CH3:19])=[O:17])[C:23]1[CH:24]=[CH:25][CH:26]=[CH:27][CH:28]=1. The catalyst class is: 16. (5) Reactant: F[P-](F)(F)(F)(F)F.N1(OC(N(C)C)=[N+](C)C)C2N=CC=CC=2N=N1.CN1CCOCC1.[CH3:32][O:33][CH2:34][CH2:35][N:36]1[C:40]([CH3:41])=[C:39]([C:42]([OH:44])=O)[N:38]=[N:37]1.[CH3:45][NH:46][C:47]1[CH:52]=[CH:51][N:50]=[N:49][CH:48]=1. Product: [CH3:32][O:33][CH2:34][CH2:35][N:36]1[C:40]([CH3:41])=[C:39]([C:42]([N:46]([CH3:45])[C:47]2[CH:52]=[CH:51][N:50]=[N:49][CH:48]=2)=[O:44])[N:38]=[N:37]1. The catalyst class is: 3. (6) Reactant: F.F.F.C(N(CC)CC)C.[C:11]([NH:14][CH2:15][CH2:16][CH2:17][S:18]([O:21][CH2:22][C:23]([CH3:45])([CH3:44])[C@@H:24]([O:36][Si](C)(C)C(C)(C)C)[C:25]([O:27][CH2:28][C:29]1[O:30][C:31](=[O:35])[O:32][C:33]=1[CH3:34])=[O:26])(=[O:20])=[O:19])(=[O:13])[CH3:12]. Product: [C:11]([NH:14][CH2:15][CH2:16][CH2:17][S:18]([O:21][CH2:22][C:23]([CH3:45])([CH3:44])[C@@H:24]([OH:36])[C:25]([O:27][CH2:28][C:29]1[O:30][C:31](=[O:35])[O:32][C:33]=1[CH3:34])=[O:26])(=[O:19])=[O:20])(=[O:13])[CH3:12]. The catalyst class is: 7. (7) Reactant: [C:1](Cl)(=[O:3])[CH3:2].[OH:5][C:6]1[CH:11]=[C:10]([C:12](O)=[O:13])[CH:9]=[CH:8][N:7]=1. Product: [CH2:1]([O:3][C:12]([C:10]1[CH:9]=[CH:8][NH:7][C:6](=[O:5])[CH:11]=1)=[O:13])[CH3:2]. The catalyst class is: 8.